From a dataset of Full USPTO retrosynthesis dataset with 1.9M reactions from patents (1976-2016). Predict the reactants needed to synthesize the given product. (1) Given the product [C:17]([O:16][C:14]([N:11]1[CH2:12][CH2:13][C:8]([C:5]2[CH:6]=[CH:7][C:2]([Cl:1])=[C:3]([F:23])[CH:4]=2)([C:21]([OH:42])=[O:25])[CH2:9][CH2:10]1)=[O:15])([CH3:20])([CH3:19])[CH3:18], predict the reactants needed to synthesize it. The reactants are: [Cl:1][C:2]1[CH:7]=[CH:6][C:5]([C:8]2([C:21]#N)[CH2:13][CH2:12][N:11]([C:14]([O:16][C:17]([CH3:20])([CH3:19])[CH3:18])=[O:15])[CH2:10][CH2:9]2)=[CH:4][C:3]=1[F:23].Cl.[OH-:25].[Na+].CC(OC(OC(OC(C)(C)C)=O)=O)(C)C.[OH2:42]. (2) Given the product [CH2:1]([O:8][C:9](=[O:10])[NH:11][CH2:12][C:13]([N:15]1[CH2:21][CH2:20][CH2:19][NH:18][CH2:17][CH2:16]1)=[O:14])[C:2]1[CH:3]=[CH:4][CH:5]=[CH:6][CH:7]=1, predict the reactants needed to synthesize it. The reactants are: [CH2:1]([O:8][C:9]([NH:11][CH2:12][C:13]([N:15]1[CH2:21][CH2:20][CH2:19][N:18](C(OC(C)(C)C)=O)[CH2:17][CH2:16]1)=[O:14])=[O:10])[C:2]1[CH:7]=[CH:6][CH:5]=[CH:4][CH:3]=1.C(O)(C(F)(F)F)=O.Cl.O1CCOCC1. (3) Given the product [F:35][C:32]1[CH:33]=[CH:34][C:29]([S:26]([N:17]([CH2:18][C:19]2[CH:24]=[CH:23][CH:22]=[C:21]([F:25])[CH:20]=2)[C:15]2[CH:14]=[CH:13][C:12]3[N:8]([CH2:7][C:6]([OH:39])=[O:5])[C:9]([CH2:36][CH2:37][CH3:38])=[N:10][C:11]=3[CH:16]=2)(=[O:27])=[O:28])=[CH:30][CH:31]=1, predict the reactants needed to synthesize it. The reactants are: C([O:5][C:6](=[O:39])[CH2:7][N:8]1[C:12]2[CH:13]=[CH:14][C:15]([N:17]([S:26]([C:29]3[CH:34]=[CH:33][C:32]([F:35])=[CH:31][CH:30]=3)(=[O:28])=[O:27])[CH2:18][C:19]3[CH:24]=[CH:23][CH:22]=[C:21]([F:25])[CH:20]=3)=[CH:16][C:11]=2[N:10]=[C:9]1[CH2:36][CH2:37][CH3:38])(C)(C)C.C(O)(C(F)(F)F)=O. (4) Given the product [CH:1]([O:4][CH2:5][CH:6]([O:9][CH2:10][CH:11]([O:14][C:17](=[O:18])[C:16]([F:27])([F:26])[F:15])[CH2:12][CH3:13])[CH2:7][CH3:8])([CH3:3])[CH3:2], predict the reactants needed to synthesize it. The reactants are: [CH:1]([O:4][CH2:5][CH:6]([O:9][CH2:10][CH:11]([OH:14])[CH2:12][CH3:13])[CH2:7][CH3:8])([CH3:3])[CH3:2].[F:15][C:16]([F:27])([F:26])[C:17](O[C:17](=[O:18])[C:16]([F:27])([F:26])[F:15])=[O:18]. (5) Given the product [Br:1][C:2]1[CH:11]=[C:10]2[C:5]([C:6]([CH3:16])([CH3:15])[CH2:7][C:8]([CH:13]=[O:14])([CH2:21][CH2:20][C:18](=[O:19])[CH3:17])[C:9]2=[O:12])=[CH:4][CH:3]=1, predict the reactants needed to synthesize it. The reactants are: [Br:1][C:2]1[CH:11]=[C:10]2[C:5]([C:6]([CH3:16])([CH3:15])[CH2:7][CH:8]([CH:13]=[O:14])[C:9]2=[O:12])=[CH:4][CH:3]=1.[CH3:17][C:18]([CH:20]=[CH2:21])=[O:19].